Dataset: Reaction yield outcomes from USPTO patents with 853,638 reactions. Task: Predict the reaction yield, written as a fraction of the theoretical maximum amount of product (1.0 means a 100% yield; for example, 0.34 means a 34% yield). The reactants are Cl.Cl.[NH2:3][C:4]1[N:9]=[CH:8][N:7]=[C:6]2[N:10]([CH:16]([C:18]3[C:19]([O:31][CH3:32])=[C:20]([CH:27]4[CH2:30][NH:29][CH2:28]4)[C:21]([CH3:26])=[C:22]([CH:25]=3)[C:23]#[N:24])[CH3:17])[N:11]=[C:12]([CH:13]([F:15])[F:14])[C:5]=12.[Si]([O:40][CH2:41][CH:42]=O)(C(C)(C)C)(C)C.C(N(CC)CC)C.C(O[BH-](OC(=O)C)OC(=O)C)(=O)C.[Na+].[F-].C([N+](CCCC)(CCCC)CCCC)CCC.C1COCC1. The catalyst is C(Cl)Cl. The product is [NH2:3][C:4]1[N:9]=[CH:8][N:7]=[C:6]2[N:10]([CH:16]([C:18]3[C:19]([O:31][CH3:32])=[C:20]([CH:27]4[CH2:30][N:29]([CH2:42][CH2:41][OH:40])[CH2:28]4)[C:21]([CH3:26])=[C:22]([CH:25]=3)[C:23]#[N:24])[CH3:17])[N:11]=[C:12]([CH:13]([F:14])[F:15])[C:5]=12. The yield is 0.200.